Dataset: Peptide-MHC class II binding affinity with 134,281 pairs from IEDB. Task: Regression. Given a peptide amino acid sequence and an MHC pseudo amino acid sequence, predict their binding affinity value. This is MHC class II binding data. (1) The peptide sequence is SQDLELSWNLNGLSAY. The MHC is HLA-DQA10101-DQB10501 with pseudo-sequence HLA-DQA10101-DQB10501. The binding affinity (normalized) is 0.793. (2) The peptide sequence is YLGYVIRDLAAMDGG. The MHC is HLA-DQA10501-DQB10303 with pseudo-sequence HLA-DQA10501-DQB10303. The binding affinity (normalized) is 0.393. (3) The peptide sequence is EALYLVCGE. The MHC is HLA-DQA10501-DQB10302 with pseudo-sequence HLA-DQA10501-DQB10302. The binding affinity (normalized) is 0.444.